Dataset: Full USPTO retrosynthesis dataset with 1.9M reactions from patents (1976-2016). Task: Predict the reactants needed to synthesize the given product. (1) Given the product [NH:26]1[C:22]([C:18]2[CH:17]=[C:16]([CH:21]=[CH:20][CH:19]=2)[C:15]([NH:14][CH2:13][C@H:11]2[CH2:10][C@@H:9]([C:28]([N:30]3[CH2:34][CH2:33][S:32][CH2:31]3)=[O:29])[NH:8][CH2:12]2)=[O:27])=[N:23][N:24]=[N:25]1, predict the reactants needed to synthesize it. The reactants are: C(OC([N:8]1[CH2:12][C@@H:11]([CH2:13][NH:14][C:15](=[O:27])[C:16]2[CH:21]=[CH:20][CH:19]=[C:18]([C:22]3[NH:26][N:25]=[N:24][N:23]=3)[CH:17]=2)[CH2:10][C@H:9]1[C:28]([N:30]1[CH2:34][CH2:33][S:32][CH2:31]1)=[O:29])=O)(C)(C)C.Cl.O1CCOCC1. (2) Given the product [CH2:1]([NH:8][C:9]1([CH2:15][C:16]([NH2:21])=[O:18])[CH2:12][S:11](=[O:14])(=[O:13])[CH2:10]1)[C:2]1[CH:7]=[CH:6][CH:5]=[CH:4][CH:3]=1, predict the reactants needed to synthesize it. The reactants are: [CH2:1]([NH:8][C:9]1([CH2:15][C:16]([OH:18])=O)[CH2:12][S:11](=[O:14])(=[O:13])[CH2:10]1)[C:2]1[CH:7]=[CH:6][CH:5]=[CH:4][CH:3]=1.C1N=C[N:21](C(N2C=NC=C2)=O)C=1.N. (3) Given the product [CH3:12][O:11][C:10]1[CH:9]=[C:8]2[C:4]([CH2:5][CH2:6][C:7]2=[O:13])=[CH:3][C:2]=1[N:14]1[CH2:19][CH2:18][O:17][CH2:16][CH2:15]1, predict the reactants needed to synthesize it. The reactants are: Br[C:2]1[CH:3]=[C:4]2[C:8](=[CH:9][C:10]=1[O:11][CH3:12])[C:7](=[O:13])[CH2:6][CH2:5]2.[NH:14]1[CH2:19][CH2:18][O:17][CH2:16][CH2:15]1.C(=O)([O-])[O-].[Cs+].[Cs+].C1C=CC(P(C2C(C3C(P(C4C=CC=CC=4)C4C=CC=CC=4)=CC=C4C=3C=CC=C4)=C3C(C=CC=C3)=CC=2)C2C=CC=CC=2)=CC=1. (4) Given the product [Br:1][C:2]1[CH:3]=[CH:4][C:5]([Cl:18])=[C:6]([CH2:8][C:10]2[CH:15]=[CH:14][C:13]([O:16][CH3:17])=[CH:12][CH:11]=2)[CH:7]=1, predict the reactants needed to synthesize it. The reactants are: [Br:1][C:2]1[CH:3]=[CH:4][C:5]([Cl:18])=[C:6]([C:8]([C:10]2[CH:15]=[CH:14][C:13]([O:16][CH3:17])=[CH:12][CH:11]=2)=O)[CH:7]=1.C([SiH](CC)CC)C.B(F)(F)F.CCOCC.[OH-].[K+]. (5) The reactants are: [Cl:1][CH2:2][C:3](Cl)=[O:4].[NH2:6][C:7]1[CH:8]=[N:9][C:10]2[C:15]([C:16]=1[NH:17][CH2:18][CH2:19][CH2:20][NH:21][C:22](=[O:28])[O:23][C:24]([CH3:27])([CH3:26])[CH3:25])=[N:14][CH:13]=[CH:12][CH:11]=2. Given the product [ClH:1].[Cl:1][CH2:2][C:3]([NH:6][C:7]1[CH:8]=[N:9][C:10]2[C:15]([C:16]=1[NH:17][CH2:18][CH2:19][CH2:20][NH:21][C:22](=[O:28])[O:23][C:24]([CH3:26])([CH3:25])[CH3:27])=[N:14][CH:13]=[CH:12][CH:11]=2)=[O:4], predict the reactants needed to synthesize it. (6) Given the product [C:15]([O:1][CH2:2][C:3]([CH3:7])([CH2:5][O:6][C:8](=[O:13])[C:9]([CH3:11])=[CH2:10])[CH3:4])(=[O:25])[C:14]([CH3:24])=[CH2:19], predict the reactants needed to synthesize it. The reactants are: [OH:1][CH2:2][C:3]([CH3:7])([CH2:5][OH:6])[CH3:4].[C:8]([OH:13])(=O)[C:9]([CH3:11])=[CH2:10].[C:14]1([CH3:24])[CH:19]=CC(S(O)(=O)=O)=C[CH:15]=1.[OH-:25].[Na+]. (7) The reactants are: Cl.Cl.[C@H:3]12[CH2:9][C@H:6]([NH:7][CH2:8]1)[CH2:5][N:4]2[C:10]([C@@:12]1([C:26]2([OH:30])[CH2:29][CH2:28][CH2:27]2)[CH2:16][CH2:15][C@@H:14]([NH:17][C@@H:18]2[C@H:23]([O:24][CH3:25])[CH2:22][O:21][CH2:20][CH2:19]2)[CH2:13]1)=[O:11].I[C:32]1[CH:37]=[N:36][CH:35]=[C:34]([C:38]([F:41])([F:40])[F:39])[N:33]=1.C(=O)([O-])[O-].[Cs+].[Cs+].CC1(C)C2C(=C(P(C3C=CC=CC=3)C3C=CC=CC=3)C=CC=2)OC2C(P(C3C=CC=CC=3)C3C=CC=CC=3)=CC=CC1=2. Given the product [NH3:4].[OH:30][C:26]1([C@:12]2([C:10]([N:4]3[CH2:5][C@@H:6]4[CH2:9][C@H:3]3[CH2:8][N:7]4[C:32]3[CH:37]=[N:36][CH:35]=[C:34]([C:38]([F:41])([F:40])[F:39])[N:33]=3)=[O:11])[CH2:16][CH2:15][C@@H:14]([NH:17][C@@H:18]3[C@H:23]([O:24][CH3:25])[CH2:22][O:21][CH2:20][CH2:19]3)[CH2:13]2)[CH2:29][CH2:28][CH2:27]1, predict the reactants needed to synthesize it.